From a dataset of Full USPTO retrosynthesis dataset with 1.9M reactions from patents (1976-2016). Predict the reactants needed to synthesize the given product. (1) Given the product [C:46]([C:50]1[CH:70]=[CH:69][C:53]([CH2:54][N:55]([CH2:56][CH2:57][C:58]2[CH:63]=[CH:62][CH:61]=[C:60]([O:64][C:65]([F:68])([F:67])[F:66])[CH:59]=2)[C:12]([C:9]2[C:10]([F:11])=[C:2]([F:1])[CH:3]=[C:4]3[C:8]=2[NH:7][CH:6]=[CH:5]3)=[O:14])=[CH:52][CH:51]=1)([CH3:49])([CH3:47])[CH3:48], predict the reactants needed to synthesize it. The reactants are: [F:1][C:2]1[CH:3]=[C:4]2[C:8](=[C:9]([C:12]([OH:14])=O)[C:10]=1[F:11])[NH:7][CH:6]=[CH:5]2.CN(C(ON1N=NC2C=CC=CC1=2)=[N+](C)C)C.[B-](F)(F)(F)F.C(N(CC)C(C)C)(C)C.[C:46]([C:50]1[CH:70]=[CH:69][C:53]([CH2:54][NH:55][CH2:56][CH2:57][C:58]2[CH:63]=[CH:62][CH:61]=[C:60]([O:64][C:65]([F:68])([F:67])[F:66])[CH:59]=2)=[CH:52][CH:51]=1)([CH3:49])([CH3:48])[CH3:47]. (2) Given the product [CH3:19][C:2]1[N:24]2[CH:25]=[CH:26][C:21]([CH3:20])=[CH:22][C:23]2=[N:27][C:3]=1[CH:5]1[CH2:7][CH:6]1[C:8]1[N:18]=[C:11]2[C:12]([CH3:17])=[N:13][CH:14]=[C:15]([CH3:16])[N:10]2[N:9]=1, predict the reactants needed to synthesize it. The reactants are: Br[CH:2]([CH3:19])[C:3]([CH:5]1[CH2:7][CH:6]1[C:8]1[N:18]=[C:11]2[C:12]([CH3:17])=[N:13][CH:14]=[C:15]([CH3:16])[N:10]2[N:9]=1)=O.[CH3:20][C:21]1[CH:26]=[CH:25][N:24]=[C:23]([NH2:27])[CH:22]=1.C(=O)(O)[O-].[Na+]. (3) Given the product [Br:22][C:18]1[CH:19]=[CH:20][C:21]2[N:9]([C:10]3[CH:15]=[CH:14][CH:13]=[CH:12][CH:11]=3)[C:5]3[C:6]([C:16]=2[CH:17]=1)=[CH:7][C:8]([Si:30]([C:37]1[CH:38]=[CH:39][CH:40]=[CH:41][CH:42]=1)([C:43]1[CH:48]=[CH:47][CH:46]=[CH:45][CH:44]=1)[C:31]1[CH:32]=[CH:33][CH:34]=[CH:35][CH:36]=1)=[CH:3][CH:4]=3, predict the reactants needed to synthesize it. The reactants are: CO[C:3]1[CH:4]=[C:5]([N:9]2[C:21]3[CH:20]=[CH:19][C:18]([Br:22])=[CH:17][C:16]=3[C:15]3[C:10]2=[CH:11][CH:12]=[C:13](Br)[CH:14]=3)[CH:6]=[CH:7][CH:8]=1.C([Li])CCC.Cl[Si:30]([C:43]1[CH:48]=[CH:47][CH:46]=[CH:45][CH:44]=1)([C:37]1[CH:42]=[CH:41][CH:40]=[CH:39][CH:38]=1)[C:31]1[CH:36]=[CH:35][CH:34]=[CH:33][CH:32]=1.[Cl-].[NH4+]. (4) Given the product [CH3:16][C:6]1([C:10](=[O:11])[C:24]#[CH:25])[NH:7][C:8](=[O:9])[C:3]([C:1]#[N:2])=[C:4]([C:17]2[CH:18]=[CH:19][C:20]([CH3:23])=[CH:21][CH:22]=2)[CH2:5]1, predict the reactants needed to synthesize it. The reactants are: [C:1]([C:3]1[C:8](=[O:9])[NH:7][C:6]([CH3:16])([C:10](N(OC)C)=[O:11])[CH2:5][C:4]=1[C:17]1[CH:22]=[CH:21][C:20]([CH3:23])=[CH:19][CH:18]=1)#[N:2].[C:24]([Mg]Br)#[CH:25]. (5) Given the product [NH2:18][CH:19]1[CH2:23][CH2:22][N:21]([C:2]2[C:7]([O:8][CH2:9][CH2:10][O:11][C:12]3[CH:17]=[CH:16][CH:15]=[CH:14][CH:13]=3)=[N:6][CH:5]=[CH:4][N:3]=2)[CH2:20]1, predict the reactants needed to synthesize it. The reactants are: Cl[C:2]1[C:7]([O:8][CH2:9][CH2:10][O:11][C:12]2[CH:17]=[CH:16][CH:15]=[CH:14][CH:13]=2)=[N:6][CH:5]=[CH:4][N:3]=1.[NH2:18][CH:19]1[CH2:23][CH2:22][NH:21][CH2:20]1. (6) The reactants are: [CH2:1]([N:8]1[C:13]([CH2:15][O:16][CH3:17])([CH3:14])[CH2:12][NH:11][C:10](=O)[CH2:9]1)[C:2]1[CH:7]=[CH:6][CH:5]=[CH:4][CH:3]=1.[H-].[Al+3].[Li+].[H-].[H-].[H-]. Given the product [CH2:1]([N:8]1[CH2:9][CH2:10][NH:11][CH2:12][C:13]1([CH2:15][O:16][CH3:17])[CH3:14])[C:2]1[CH:3]=[CH:4][CH:5]=[CH:6][CH:7]=1, predict the reactants needed to synthesize it. (7) Given the product [CH3:18][O:19][C:20]1[CH:25]=[CH:24][N:23]=[C:22]([CH2:26][CH2:27][C:28]2[NH:37][C:31]3=[N:32][CH:33]=[C:34]([C:9]4[CH:10]=[CH:11][C:6]([S:3]([NH:2][CH3:1])(=[O:5])=[O:4])=[CH:7][CH:8]=4)[CH:35]=[C:30]3[N:29]=2)[CH:21]=1, predict the reactants needed to synthesize it. The reactants are: [CH3:1][NH:2][S:3]([C:6]1[CH:11]=[CH:10][C:9](Br)=[CH:8][CH:7]=1)(=[O:5])=[O:4].C([O-])(=O)C.[K+].[CH3:18][O:19][C:20]1[CH:25]=[CH:24][N:23]=[C:22]([CH2:26][CH2:27][C:28]2[NH:37][C:31]3=[N:32][CH:33]=[C:34](I)[CH:35]=[C:30]3[N:29]=2)[CH:21]=1.C(=O)([O-])[O-].[K+].[K+].[Cl-].[Li+]. (8) Given the product [O:1]=[C:2]1[N:8]([CH:9]2[CH2:14][CH2:13][N:12]([C:15]([O:17][C@H:18]([CH2:19][C:20]3[CH:28]=[C:27]([CH3:29])[C:23]4[NH:24][CH:25]=[N:26][C:22]=4[CH:21]=3)[C:30]([N:82]3[CH2:81][CH2:80][CH:79]([CH:76]4[CH2:75][CH2:74][N:73]([CH2:66][C:67]5[CH:68]=[CH:69][CH:70]=[CH:71][CH:72]=5)[CH2:78][CH2:77]4)[CH2:84][CH2:83]3)=[O:32])=[O:16])[CH2:11][CH2:10]2)[CH2:7][CH2:6][C:5]2[CH:33]=[CH:34][CH:35]=[CH:36][C:4]=2[NH:3]1, predict the reactants needed to synthesize it. The reactants are: [O:1]=[C:2]1[N:8]([CH:9]2[CH2:14][CH2:13][N:12]([C:15]([O:17][C@@H:18]([C:30]([OH:32])=O)[CH2:19][C:20]3[CH:28]=[C:27]([CH3:29])[C:23]4[NH:24][CH:25]=[N:26][C:22]=4[CH:21]=3)=[O:16])[CH2:11][CH2:10]2)[CH2:7][CH2:6][C:5]2[CH:33]=[CH:34][CH:35]=[CH:36][C:4]=2[NH:3]1.CN(C(ON1N=NC2C=CC=CC1=2)=[N+](C)C)C.[B-](F)(F)(F)F.C(N(CC)CC)C.[CH2:66]([N:73]1[CH2:78][CH2:77][CH:76]([CH:79]2[CH2:84][CH2:83][NH:82][CH2:81][CH2:80]2)[CH2:75][CH2:74]1)[C:67]1[CH:72]=[CH:71][CH:70]=[CH:69][CH:68]=1.C([O-])([O-])=O.[Na+].[Na+].